From a dataset of HIV replication inhibition screening data with 41,000+ compounds from the AIDS Antiviral Screen. Binary Classification. Given a drug SMILES string, predict its activity (active/inactive) in a high-throughput screening assay against a specified biological target. (1) The drug is O=C(N=C(Nc1ccccc1)SCSC(=Nc1ccccc1)NC(=O)c1ccc(Cl)cc1)c1ccc(Cl)cc1. The result is 0 (inactive). (2) The drug is N#CC1Nc2ccccc2C(O)C1O. The result is 0 (inactive). (3) The result is 0 (inactive). The drug is CC1(C)C2CC1C(Cc1cccc(CC3c4cc(-c5ccccn5)ncc4C4CC3C4(C)C)c1)c1cc(-c3ccccn3)ncc12. (4) The molecule is O=C(c1cccnc1)[N+]1=[C-]c2ccc[o+]2[Co-2]12[N+](C(=O)c1cccnc1)=[C-]c1ccc[o+]12. The result is 0 (inactive). (5) The drug is CNc1ccc(Cl)cc1S(=O)(=O)c1ccccc1. The result is 1 (active). (6) The molecule is Cn1cnc2c(sc3nc4ccccc4n32)c1=N. The result is 0 (inactive).